From a dataset of TCR-epitope binding with 47,182 pairs between 192 epitopes and 23,139 TCRs. Binary Classification. Given a T-cell receptor sequence (or CDR3 region) and an epitope sequence, predict whether binding occurs between them. (1) The epitope is KLSYGIATV. The TCR CDR3 sequence is CASSQSHILDPYEQYF. Result: 1 (the TCR binds to the epitope). (2) The epitope is ISPRTLNAW. The TCR CDR3 sequence is CASSQDGLLNSYEQYF. Result: 1 (the TCR binds to the epitope). (3) Result: 1 (the TCR binds to the epitope). The TCR CDR3 sequence is CSVELSSGTYEQYF. The epitope is HTTDPSFLGRY. (4) The epitope is MLNIPSINV. The TCR CDR3 sequence is CASSARSGEPQHF. Result: 0 (the TCR does not bind to the epitope). (5) The TCR CDR3 sequence is CASSPTGEQYF. The epitope is FTISVTTEIL. Result: 0 (the TCR does not bind to the epitope). (6) The epitope is IPIQASLPF. The TCR CDR3 sequence is CASSARTGELFF. Result: 0 (the TCR does not bind to the epitope). (7) The epitope is FLRGRAYGL. The TCR CDR3 sequence is CATQGWDTGELFF. Result: 0 (the TCR does not bind to the epitope). (8) The epitope is SLVKPSFYV. The TCR CDR3 sequence is CASSLDEQGGFYEQYF. Result: 1 (the TCR binds to the epitope). (9) The TCR CDR3 sequence is CASRAGEHFYEQYF. The epitope is IVTDFSVIK. Result: 1 (the TCR binds to the epitope). (10) The epitope is YLDAYNMMI. The TCR CDR3 sequence is CASSFRGDTQYF. Result: 1 (the TCR binds to the epitope).